This data is from Peptide-MHC class II binding affinity with 134,281 pairs from IEDB. The task is: Regression. Given a peptide amino acid sequence and an MHC pseudo amino acid sequence, predict their binding affinity value. This is MHC class II binding data. (1) The peptide sequence is ITFMQALQLLLEVEQ. The MHC is DRB1_0101 with pseudo-sequence DRB1_0101. The binding affinity (normalized) is 0.763. (2) The peptide sequence is ATVATAPEVKYTVFETALKKAITAMS. The MHC is HLA-DPA10201-DPB10101 with pseudo-sequence HLA-DPA10201-DPB10101. The binding affinity (normalized) is 0.749. (3) The peptide sequence is YVDEHLMCEIEGHHL. The MHC is DRB1_0101 with pseudo-sequence DRB1_0101. The binding affinity (normalized) is 0.335. (4) The peptide sequence is VDRQWAQDLTLPWQS. The MHC is DRB1_0401 with pseudo-sequence DRB1_0401. The binding affinity (normalized) is 0.383. (5) The peptide sequence is YATFFIKANSKFIGITE. The MHC is DRB1_0401 with pseudo-sequence DRB1_0401. The binding affinity (normalized) is 0.579. (6) The peptide sequence is LASSCQVAFSYFPPP. The MHC is HLA-DPA10103-DPB10201 with pseudo-sequence HLA-DPA10103-DPB10201. The binding affinity (normalized) is 0.603. (7) The peptide sequence is SLGEAWTGGGSDKAL. The MHC is HLA-DQA10101-DQB10501 with pseudo-sequence HLA-DQA10101-DQB10501. The binding affinity (normalized) is 0.173. (8) The peptide sequence is KGGFMYLKELYNNVN. The MHC is H-2-IAb with pseudo-sequence H-2-IAb. The binding affinity (normalized) is 0.